From a dataset of Catalyst prediction with 721,799 reactions and 888 catalyst types from USPTO. Predict which catalyst facilitates the given reaction. Reactant: Cl.[CH3:2][C:3]1[C:7]([CH2:8][N:9]2[CH:13]=[C:12]([NH2:14])[CH:11]=[N:10]2)=[C:6]([CH3:15])[O:5][N:4]=1.Br[CH2:17][C:18]1[CH:25]=[CH:24][CH:23]=[CH:22][C:19]=1[C:20]#N.C(N(CC)CC)C.CN(C=[O:37])C. Product: [CH3:2][C:3]1[C:7]([CH2:8][N:9]2[CH:13]=[C:12]([N:14]3[CH2:20][C:19]4[C:18](=[CH:25][CH:24]=[CH:23][CH:22]=4)[C:17]3=[O:37])[CH:11]=[N:10]2)=[C:6]([CH3:15])[O:5][N:4]=1. The catalyst class is: 6.